Dataset: Forward reaction prediction with 1.9M reactions from USPTO patents (1976-2016). Task: Predict the product of the given reaction. (1) The product is: [CH3:16][O:15][C:8]1[CH:9]=[CH:10][C:11]2[NH:12][CH:17]=[N:1][C:2]=2[C:3]=1[C:4]([O:6][CH3:7])=[O:5]. Given the reactants [NH2:1][C:2]1[C:11]([N+:12]([O-])=O)=[CH:10][CH:9]=[C:8]([O:15][CH3:16])[C:3]=1[C:4]([O:6][CH3:7])=[O:5].[CH:17](OC)(OC)OC.Cl.C(=O)(O)[O-].[Na+], predict the reaction product. (2) Given the reactants [CH2:1]([C@H:8]1[N:13]([C:14]([C:16]2[N:17]=[CH:18][N:19]([C@H:27]3[CH2:32][CH2:31][CH2:30][CH2:29][C@@H:28]3[OH:33])[C:20]=2[C:21]2[CH:26]=[CH:25][CH:24]=[CH:23][CH:22]=2)=[O:15])[CH2:12][CH2:11][N:10]([C:34]([O:36][C:37]([CH3:40])([CH3:39])[CH3:38])=[O:35])[CH2:9]1)[C:2]1[CH:7]=[CH:6][CH:5]=[CH:4][CH:3]=1.[N+:41]([C:44]1[CH:52]=[CH:51][C:47]([C:48](O)=[O:49])=[CH:46][CH:45]=1)([O-:43])=[O:42].C1C=CC(P(C2C=CC=CC=2)C2C=CC=CC=2)=CC=1, predict the reaction product. The product is: [CH2:1]([C@H:8]1[N:13]([C:14]([C:16]2[N:17]=[CH:18][N:19]([C@H:27]3[CH2:32][CH2:31][CH2:30][CH2:29][C@H:28]3[O:33][C:48](=[O:49])[C:47]3[CH:46]=[CH:45][C:44]([N+:41]([O-:43])=[O:42])=[CH:52][CH:51]=3)[C:20]=2[C:21]2[CH:26]=[CH:25][CH:24]=[CH:23][CH:22]=2)=[O:15])[CH2:12][CH2:11][N:10]([C:34]([O:36][C:37]([CH3:40])([CH3:39])[CH3:38])=[O:35])[CH2:9]1)[C:2]1[CH:3]=[CH:4][CH:5]=[CH:6][CH:7]=1. (3) Given the reactants FC(F)(F)C(O)=O.[CH2:8]([O:10][C:11]([C:13]1[C:14]([NH:18][NH:19]C(OC(C)(C)C)=O)=[N:15][NH:16][CH:17]=1)=[O:12])[CH3:9].C1(C)C=CC=CC=1.[Cl:34]CCl, predict the reaction product. The product is: [ClH:34].[ClH:34].[CH2:8]([O:10][C:11]([C:13]1[C:14]([NH:18][NH2:19])=[N:15][NH:16][CH:17]=1)=[O:12])[CH3:9]. (4) Given the reactants [CH2:1]([C:4]1[CH:9]=[CH:8][C:7]([C:10]2[CH:15]=[CH:14][C:13]([C:16]([NH:18][CH2:19][CH2:20][C:21]([O:23]C)=[O:22])=[O:17])=[CH:12][CH:11]=2)=[CH:6][CH:5]=1)[CH2:2][CH3:3].[Li+].[OH-], predict the reaction product. The product is: [CH2:1]([C:4]1[CH:9]=[CH:8][C:7]([C:10]2[CH:15]=[CH:14][C:13]([C:16]([NH:18][CH2:19][CH2:20][C:21]([OH:23])=[O:22])=[O:17])=[CH:12][CH:11]=2)=[CH:6][CH:5]=1)[CH2:2][CH3:3]. (5) Given the reactants Br[C:2]1[CH:3]=[C:4]([F:9])[C:5]([F:8])=[N:6][CH:7]=1.CC1(C)C(C)(C)OB([C:18]2[CH:19]=[N:20][N:21](C(OC(C)(C)C)=O)[CH:22]=2)O1.C([O-])([O-])=O.[Na+].[Na+], predict the reaction product. The product is: [F:8][C:5]1[C:4]([F:9])=[CH:3][C:2]([C:18]2[CH:19]=[N:20][NH:21][CH:22]=2)=[CH:7][N:6]=1. (6) Given the reactants [C:1]([NH:6][C:7]1[S:11][N:10]=[C:9]([CH3:12])[C:8]=1[C:13]([NH2:15])=[O:14])(=O)[CH2:2][CH2:3][CH3:4], predict the reaction product. The product is: [CH3:12][C:9]1[C:8]2[C:13](=[O:14])[NH:15][C:1]([CH2:2][CH2:3][CH3:4])=[N:6][C:7]=2[S:11][N:10]=1. (7) Given the reactants [N:1]1([C:6]2[N:15]=[C:9]3[CH:10]=[C:11]([NH2:14])[CH:12]=[CH:13][N:8]3[N:7]=2)[CH2:5][CH2:4][CH2:3][CH2:2]1.[CH2:16]([O:18][C:19]([C:21]1[CH:22]=[N:23][N:24]([CH3:29])[C:25]=1[C:26](O)=[O:27])=[O:20])[CH3:17].CCCP(=O)=O.C(N(CC)C(C)C)(C)C, predict the reaction product. The product is: [CH2:16]([O:18][C:19]([C:21]1[CH:22]=[N:23][N:24]([CH3:29])[C:25]=1[C:26](=[O:27])[NH:14][C:11]1[CH:12]=[CH:13][N:8]2[N:7]=[C:6]([N:1]3[CH2:2][CH2:3][CH2:4][CH2:5]3)[N:15]=[C:9]2[CH:10]=1)=[O:20])[CH3:17]. (8) Given the reactants [C:1]1([C:8]2[CH:13]=[CH:12][C:11]([OH:14])=[CH:10][CH:9]=2)[CH:6]=[CH:5][C:4](O)=[CH:3][CH:2]=1.[C:15]([O-:18])([O-])=O.[K+].[K+].[CH2:21](Br)[CH:22]=C, predict the reaction product. The product is: [CH2:15]([O:18][C:11]1([OH:14])[CH:12]=[CH:13][C:8]([C:1]2[CH:6]=[CH:5][CH:4]=[CH:3][CH:2]=2)=[CH:9][CH2:10]1)[CH:21]=[CH2:22]. (9) Given the reactants [H-].[Na+].[N+:3]([C:6]1[CH:7]=[C:8]([CH:10]=[CH:11][CH:12]=1)[NH2:9])([O-:5])=[O:4].F[C:14]1[CH:15]=[CH:16][C:17]2[C:23](=[O:24])[C:22]3[CH:25]=[CH:26][CH:27]=[CH:28][C:21]=3[CH2:20][O:19][C:18]=2[CH:29]=1, predict the reaction product. The product is: [N+:3]([C:6]1[CH:7]=[C:8]([CH:10]=[CH:11][CH:12]=1)[NH:9][C:14]1[CH:15]=[CH:16][C:17]2[C:23](=[O:24])[C:22]3[CH:25]=[CH:26][CH:27]=[CH:28][C:21]=3[CH2:20][O:19][C:18]=2[CH:29]=1)([O-:5])=[O:4]. (10) Given the reactants O.NN.[Cl:4][C:5]1[CH:10]=[CH:9][C:8]([CH:11]([CH3:13])[CH3:12])=[C:7]([N+:14]([O-])=O)[CH:6]=1.C, predict the reaction product. The product is: [Cl:4][C:5]1[CH:10]=[CH:9][C:8]([CH:11]([CH3:13])[CH3:12])=[C:7]([CH:6]=1)[NH2:14].